The task is: Regression/Classification. Given a drug SMILES string, predict its absorption, distribution, metabolism, or excretion properties. Task type varies by dataset: regression for continuous measurements (e.g., permeability, clearance, half-life) or binary classification for categorical outcomes (e.g., BBB penetration, CYP inhibition). Dataset: cyp2d6_veith.. This data is from CYP2D6 inhibition data for predicting drug metabolism from PubChem BioAssay. The compound is N#Cc1ccc(Oc2nc(C(N)=O)cc(-c3ccccc3)n2)cc1. The result is 0 (non-inhibitor).